This data is from Catalyst prediction with 721,799 reactions and 888 catalyst types from USPTO. The task is: Predict which catalyst facilitates the given reaction. (1) Reactant: [CH:1]1([C:4]2[N:8]=[C:7]([C:9]3[C:17]4[CH2:16][CH2:15][CH2:14][O:13][C:12]=4[S:11][C:10]=3[NH2:18])[O:6][N:5]=2)[CH2:3][CH2:2]1.[C:19]12[C:27](=[O:28])[O:26][C:24](=[O:25])[C:20]=1[CH2:21][CH2:22][CH2:23]2. Product: [CH:1]1([C:4]2[N:8]=[C:7]([C:9]3[C:17]4[CH2:16][CH2:15][CH2:14][O:13][C:12]=4[S:11][C:10]=3[NH:18][C:27]([C:19]3[CH2:23][CH2:22][CH2:21][C:20]=3[C:24]([OH:26])=[O:25])=[O:28])[O:6][N:5]=2)[CH2:2][CH2:3]1. The catalyst class is: 61. (2) Reactant: [Br:1][C:2]1[CH:7]=[CH:6][C:5](/[C:8](=[N:22]\[O:23][CH2:24][CH3:25])/[CH:9]2[CH2:14][CH2:13][N:12]([C:15]3([CH3:21])[CH2:20][CH2:19][NH:18][CH2:17][CH2:16]3)[CH2:11][CH2:10]2)=[CH:4][CH:3]=1.[CH3:26][C:27]1[CH:36]=[C:35]2[C:30]([C:31]([C:37](O)=[O:38])=[CH:32][CH:33]=[N:34]2)=[CH:29][CH:28]=1.CCN(CC)CC.CN(C(ON1N=NC2C=CC=NC1=2)=[N+](C)C)C.F[P-](F)(F)(F)(F)F. Product: [Br:1][C:2]1[CH:7]=[CH:6][C:5](/[C:8](=[N:22]\[O:23][CH2:24][CH3:25])/[CH:9]2[CH2:10][CH2:11][N:12]([C:15]3([CH3:21])[CH2:20][CH2:19][N:18]([C:37]([C:31]4[C:30]5[C:35](=[CH:36][C:27]([CH3:26])=[CH:28][CH:29]=5)[N:34]=[CH:33][CH:32]=4)=[O:38])[CH2:17][CH2:16]3)[CH2:13][CH2:14]2)=[CH:4][CH:3]=1. The catalyst class is: 3. (3) Reactant: [C:1]([C:8]1[NH:9][CH:10]=[CH:11]N=1)([C:3]1NC=CN=1)=O.[Cl:13][C:14]1[CH:22]=[CH:21][C:17]([C:18]([OH:20])=O)=[CH:16][C:15]=1[N+:23]([O-:25])=[O:24].N1CCCCC1. Product: [Cl:13][C:14]1[CH:22]=[CH:21][C:17]([C:18]([N:9]2[CH2:8][CH2:1][CH2:3][CH2:11][CH2:10]2)=[O:20])=[CH:16][C:15]=1[N+:23]([O-:25])=[O:24]. The catalyst class is: 13.